Dataset: Full USPTO retrosynthesis dataset with 1.9M reactions from patents (1976-2016). Task: Predict the reactants needed to synthesize the given product. Given the product [OH:32][C:33]1([C@@H:2]2[CH2:3][N:4]([C:7]([O:9][C:10]([CH3:12])([CH3:11])[CH3:13])=[O:8])[CH2:5][CH2:6][N:1]2[C:18]([O:20][C:21]([CH3:24])([CH3:23])[CH3:22])=[O:19])[CH2:30][CH2:29]1, predict the reactants needed to synthesize it. The reactants are: [N:1]1([C:18]([O:20][C:21]([CH3:24])([CH3:23])[CH3:22])=[O:19])[CH2:6][CH2:5][N:4]([C:7]([O:9][C:10]([CH3:13])([CH3:12])[CH3:11])=[O:8])[CH2:3][C@H:2]1C(OC)=O.C([Mg]Br)C.[CH2:29]1[CH2:33][O:32]C[CH2:30]1.